This data is from Forward reaction prediction with 1.9M reactions from USPTO patents (1976-2016). The task is: Predict the product of the given reaction. (1) Given the reactants Br[C:2]1[C:11]2[C:6](=[CH:7][C:8]([CH2:14][CH3:15])=[C:9]([O:12][CH3:13])[CH:10]=2)[N:5]=[N:4][CH:3]=1.FC(F)(F)C(O)=O.[CH:23]1([NH:26][C:27]([C:29]2[C:33]3[CH2:34][NH:35][CH2:36][CH2:37][C:32]=3[NH:31][N:30]=2)=[O:28])[CH2:25][CH2:24]1.CC(C)([O-])C.[Na+], predict the reaction product. The product is: [CH:23]1([NH:26][C:27]([C:29]2[C:33]3[CH2:34][N:35]([C:2]4[C:11]5[C:6](=[CH:7][C:8]([CH2:14][CH3:15])=[C:9]([O:12][CH3:13])[CH:10]=5)[N:5]=[N:4][CH:3]=4)[CH2:36][CH2:37][C:32]=3[NH:31][N:30]=2)=[O:28])[CH2:24][CH2:25]1. (2) The product is: [CH3:1][O:2][C:3]1[CH:4]=[C:5]2[C:10](=[CH:11][C:12]=1[O:13][CH3:14])[N:9]=[C:8]([C:15]1[CH:16]=[C:17]([O:25][CH3:26])[C:18]([O:23][CH3:24])=[C:19]([O:21][CH3:22])[CH:20]=1)[N:7]=[C:6]2[C:27]([N:37]1[CH2:36][CH2:35][C:34]2[C:39](=[CH:40][CH:41]=[CH:42][C:33]=2[O:32][CH3:31])[CH2:38]1)=[O:28]. Given the reactants [CH3:1][O:2][C:3]1[CH:4]=[C:5]2[C:10](=[CH:11][C:12]=1[O:13][CH3:14])[N:9]=[C:8]([C:15]1[CH:20]=[C:19]([O:21][CH3:22])[C:18]([O:23][CH3:24])=[C:17]([O:25][CH3:26])[CH:16]=1)[N:7]=[C:6]2[C:27](O)=[O:28].Cl.[CH3:31][O:32][C:33]1[CH:42]=[CH:41][CH:40]=[C:39]2[C:34]=1[CH2:35][CH2:36][NH:37][CH2:38]2, predict the reaction product. (3) Given the reactants [CH3:1][O:2][C:3](=[O:21])/[C:4](/[NH:10][C:11]([O:13][CH2:14][C:15]1[CH:20]=[CH:19][CH:18]=[CH:17][CH:16]=1)=[O:12])=[CH:5]/[Si:6]([CH3:9])([CH3:8])[CH3:7], predict the reaction product. The product is: [CH3:1][O:2][C:3](=[O:21])[C@@H:4]([NH:10][C:11]([O:13][CH2:14][C:15]1[CH:20]=[CH:19][CH:18]=[CH:17][CH:16]=1)=[O:12])[CH2:5][Si:6]([CH3:9])([CH3:7])[CH3:8]. (4) Given the reactants [CH3:1][C:2]1[N:3]=[C:4]2[CH:9]=[CH:8][C:7]([CH:10]=O)=[CH:6][N:5]2[C:12]=1[C:13]1[S:14][C:15]([C:24]2[N:28]=[CH:27][N:26](C3CCCCO3)[N:25]=2)=[C:16]([C:18]2[CH:23]=[CH:22][CH:21]=[CH:20][CH:19]=2)[N:17]=1.[NH2:35][CH2:36][CH2:37][NH:38][C:39](OC(C)(C)C)=O.C(Cl)Cl.C(O)(=O)C.C(O[BH-](OC(=O)C)OC(=O)C)(=O)C.[Na+].C=O.FC(F)(F)C(O)=O, predict the reaction product. The product is: [CH3:39][N:38]([CH2:10][C:7]1[CH:8]=[CH:9][C:4]2[N:5]([C:12]([C:13]3[S:14][C:15]([C:24]4[NH:28][CH:27]=[N:26][N:25]=4)=[C:16]([C:18]4[CH:23]=[CH:22][CH:21]=[CH:20][CH:19]=4)[N:17]=3)=[C:2]([CH3:1])[N:3]=2)[CH:6]=1)[CH2:37][CH2:36][NH2:35]. (5) Given the reactants Cl[C:2]1[N:7]=[C:6]([C:8]2[N:12]3[CH:13]=[C:14]([F:17])[CH:15]=[CH:16][C:11]3=[N:10][CH:9]=2)[N:5]=[C:4]([NH:18][C@@H:19]2[CH2:24][CH2:23][CH2:22][N:21]([C:25]([O:27][C:28]([CH3:31])([CH3:30])[CH3:29])=[O:26])[CH2:20]2)[C:3]=1[F:32].[NH:33]1[CH2:38][CH2:37][O:36][CH2:35][CH2:34]1.C(OC(N1CCC[C@@H](NC2N=C(C3N4C=C(F)C=CC4=NC=3)N=C(N3CCN(C(OCC4C=CC=CC=4)=O)CC3)C=2)C1)=O)(C)(C)C, predict the reaction product. The product is: [F:32][C:3]1[C:4]([NH:18][C@@H:19]2[CH2:24][CH2:23][CH2:22][N:21]([C:25]([O:27][C:28]([CH3:31])([CH3:30])[CH3:29])=[O:26])[CH2:20]2)=[N:5][C:6]([C:8]2[N:12]3[CH:13]=[C:14]([F:17])[CH:15]=[CH:16][C:11]3=[N:10][CH:9]=2)=[N:7][C:2]=1[N:33]1[CH2:38][CH2:37][O:36][CH2:35][CH2:34]1. (6) Given the reactants Cl[C:2]1[C:14]([F:15])=[CH:13][C:5]([C:6]([NH:8][CH2:9][CH:10]([F:12])[F:11])=[O:7])=[C:4]([F:16])[CH:3]=1.Cl.C[Si](C)(C)CCOC[N:24]1[C:28]2[N:29]=[CH:30][N:31]=[C:32]([C:33]3[CH:34]=[N:35][N:36]([C:38]4([CH2:42][C:43]#[N:44])[CH2:41][NH:40][CH2:39]4)[CH:37]=3)[C:27]=2[CH:26]=[CH:25]1.CC1(C)C2C=CC=C(P(C3C=CC=CC=3)C3C=CC=CC=3)C=2OC2C1=CC=CC=2P(C1C=CC=CC=1)C1C=CC=CC=1.C(=O)([O-])[O-].[Cs+].[Cs+], predict the reaction product. The product is: [C:43]([CH2:42][C:38]1([N:36]2[CH:37]=[C:33]([C:32]3[C:27]4[CH:26]=[CH:25][NH:24][C:28]=4[N:29]=[CH:30][N:31]=3)[CH:34]=[N:35]2)[CH2:41][N:40]([C:2]2[C:14]([F:15])=[CH:13][C:5]([C:6]([NH:8][CH2:9][CH:10]([F:12])[F:11])=[O:7])=[C:4]([F:16])[CH:3]=2)[CH2:39]1)#[N:44]. (7) Given the reactants C(O[C:4]([C:6]1[C:15](=[O:16])[C:14]2[C:9](=[CH:10][CH:11]=[C:12]([O:17][CH2:18][CH3:19])[N:13]=2)[NH:8][CH:7]=1)=[O:5])C.[CH2:20]([NH2:27])[C:21]1[CH:26]=[CH:25][CH:24]=[CH:23][CH:22]=1.O, predict the reaction product. The product is: [CH2:20]([NH:27][C:4]([C:6]1[C:15](=[O:16])[C:14]2[C:9](=[CH:10][CH:11]=[C:12]([O:17][CH2:18][CH3:19])[N:13]=2)[NH:8][CH:7]=1)=[O:5])[C:21]1[CH:26]=[CH:25][CH:24]=[CH:23][CH:22]=1.